This data is from Catalyst prediction with 721,799 reactions and 888 catalyst types from USPTO. The task is: Predict which catalyst facilitates the given reaction. (1) Reactant: [CH3:1][O:2][C:3](=[O:21])[C:4]1[CH:9]=[CH:8][C:7]([CH:10]2OCC=C[O:11]2)=[CH:6][C:5]=1[CH2:16][CH2:17][CH2:18][CH2:19][CH3:20].Cl. Product: [CH3:1][O:2][C:3](=[O:21])[C:4]1[CH:9]=[CH:8][C:7]([CH:10]=[O:11])=[CH:6][C:5]=1[CH2:16][CH2:17][CH2:18][CH2:19][CH3:20]. The catalyst class is: 1. (2) The catalyst class is: 17. Product: [F:1][C:2]1[CH:3]=[C:4]([C:8]2[C:17]3[CH:16]=[C:15]([O:18][CH3:19])[CH:14]=[CH:13][C:12]=3[C:11](=[O:20])[N:10]3[CH2:21][CH2:22][CH2:23]/[C:24](=[N:27]\[OH:28])/[C:9]=23)[CH:5]=[CH:6][CH:7]=1. Reactant: [F:1][C:2]1[CH:3]=[C:4]([C:8]2[C:17]3[CH:16]=[C:15]([O:18][CH3:19])[CH:14]=[CH:13][C:12]=3[C:11](=[O:20])[N:10]3[CH2:21][CH2:22][CH2:23][C:24](=O)[C:9]=23)[CH:5]=[CH:6][CH:7]=1.Cl.[NH2:27][OH:28].